Dataset: Forward reaction prediction with 1.9M reactions from USPTO patents (1976-2016). Task: Predict the product of the given reaction. (1) Given the reactants C([O:8][C:9]1[C:18]([N:19]([CH3:21])[CH3:20])=[CH:17][CH:16]=[C:15]2[C:10]=1[CH2:11][CH2:12][N:13](C(OCC1C=CC=CC=1)=O)[CH2:14]2)C1C=CC=CC=1, predict the reaction product. The product is: [OH:8][C:9]1[C:18]([N:19]([CH3:21])[CH3:20])=[CH:17][CH:16]=[C:15]2[C:10]=1[CH2:11][CH2:12][NH:13][CH2:14]2. (2) Given the reactants C([Sn](CCCC)(CCCC)[C:6]1[CH:11]=[CH:10][N:9]=[CH:8][CH:7]=1)CCC.Br[C:21]1[N:25]2[CH2:26][CH2:27][CH2:28][CH2:29][C:24]2=[N:23][C:22]=1[CH3:30].[Cl-].[Li+], predict the reaction product. The product is: [CH3:30][C:22]1[N:23]=[C:24]2[CH:29]=[CH:28][CH:27]=[CH:26][N:25]2[C:21]=1[C:6]1[CH:7]=[CH:8][N:9]=[CH:10][CH:11]=1. (3) Given the reactants [Cl:1][C:2]1[C:16]([Cl:17])=[CH:15][C:5]2[NH:6][C:7]([C:9](=[O:14])[C:10]([F:13])([F:12])[F:11])=[N:8][C:4]=2[CH:3]=1.Cl[CH2:19][CH:20]([OH:23])[CH2:21][OH:22].C(=O)([O-])[O-].[K+].[K+], predict the reaction product. The product is: [Cl:17][C:16]1[C:2]([Cl:1])=[CH:3][C:4]2[NH:8][C:7]([C:9]3([C:10]([F:13])([F:11])[F:12])[O:23][CH:20]([CH2:21][OH:22])[CH2:19][O:14]3)=[N:6][C:5]=2[CH:15]=1. (4) Given the reactants C(OC([NH:8][C@H:9]1[CH2:13][CH2:12][N:11]([S:14]([C:17]2[C:18]3[C:19]([Cl:28])=[CH:20][N:21]=[C:22]([NH2:27])[C:23]=3[CH:24]=[CH:25][CH:26]=2)(=[O:16])=[O:15])[CH2:10]1)=O)(C)(C)C.[ClH:29].CO, predict the reaction product. The product is: [NH2:8][C@H:9]1[CH2:13][CH2:12][N:11]([S:14]([C:17]2[C:18]3[C:19]([Cl:28])=[CH:20][N:21]=[C:22]([NH2:27])[C:23]=3[CH:24]=[CH:25][CH:26]=2)(=[O:15])=[O:16])[CH2:10]1.[ClH:29]. (5) Given the reactants [CH2:1]([N:8]1[CH2:12][CH:11]([C:13]2[CH:18]=[CH:17][C:16]([Cl:19])=[CH:15][CH:14]=2)[CH:10]([NH:20][CH3:21])[CH2:9]1)[C:2]1[CH:7]=[CH:6][CH:5]=[CH:4][CH:3]=1.CCN(CC)CC.[CH3:41][C:40]([O:39][C:37](O[C:37]([O:39][C:40]([CH3:43])([CH3:42])[CH3:41])=[O:38])=[O:38])([CH3:43])[CH3:42], predict the reaction product. The product is: [C:40]([O:39][C:37](=[O:38])[N:20]([CH:10]1[CH:11]([C:13]2[CH:18]=[CH:17][C:16]([Cl:19])=[CH:15][CH:14]=2)[CH2:12][N:8]([CH2:1][C:2]2[CH:7]=[CH:6][CH:5]=[CH:4][CH:3]=2)[CH2:9]1)[CH3:21])([CH3:41])([CH3:42])[CH3:43]. (6) Given the reactants [CH3:1][NH:2]C([C@H]1CC[C@H](C2N3C=CN=C(N)C3=C(C3C=CC=C(OCC4C=CC=CC=4)C=3)N=2)CC1)=O.[NH2:35][C:36]1[C:37]2[N:38]([C:42]([CH:61]3[CH2:66][CH2:65][CH:64]([C:67](O)=[O:68])[CH2:63][CH2:62]3)=[N:43][C:44]=2[C:45]2[CH:50]=[CH:49][CH:48]=[C:47]([O:51][CH2:52][C:53]3[C:58]([F:59])=[CH:57][CH:56]=[CH:55][C:54]=3[F:60])[CH:46]=2)[CH:39]=[CH:40][N:41]=1, predict the reaction product. The product is: [CH3:1][NH:2][C:67]([CH:64]1[CH2:63][CH2:62][CH:61]([C:42]2[N:38]3[CH:39]=[CH:40][N:41]=[C:36]([NH2:35])[C:37]3=[C:44]([C:45]3[CH:50]=[CH:49][CH:48]=[C:47]([O:51][CH2:52][C:53]4[C:58]([F:59])=[CH:57][CH:56]=[CH:55][C:54]=4[F:60])[CH:46]=3)[N:43]=2)[CH2:66][CH2:65]1)=[O:68]. (7) Given the reactants [CH3:1][O:2][C:3]1[CH:12]=[C:11]2[C:6]([C:7]([CH:13]([C:15]3[CH:20]=[CH:19][C:18]([N+:21]([O-])=O)=[CH:17][CH:16]=3)O)=[CH:8][CH:9]=[N:10]2)=[CH:5][CH:4]=1.O.O.[Sn](Cl)Cl, predict the reaction product. The product is: [CH3:1][O:2][C:3]1[CH:12]=[C:11]2[C:6]([C:7]([CH2:13][C:15]3[CH:16]=[CH:17][C:18]([NH2:21])=[CH:19][CH:20]=3)=[CH:8][CH:9]=[N:10]2)=[CH:5][CH:4]=1. (8) Given the reactants [ClH:1].Cl.[CH:3]1([NH:6][C:7]([C:9]2[C:17]3[CH:16]=[C:15]([C:18]4[C:23]([Cl:24])=[CH:22][N:21]=[C:20]([NH:25][CH2:26][CH2:27][CH2:28][CH:29]5[CH2:34][CH2:33][N:32]([CH:35]6[CH2:37][CH2:36]6)[CH2:31][CH2:30]5)[N:19]=4)[S:14][C:13]=3[CH:12]=[CH:11][CH:10]=2)=[O:8])[CH2:5][CH2:4]1.[CH:38]1(NC(C2C3C=C(C4C(C)=CN=C(NCCCC5CCNCC5)N=4)SC=3C=CC=2)=O)CC1, predict the reaction product. The product is: [ClH:24].[ClH:1].[CH:3]1([NH:6][C:7]([C:9]2[C:17]3[CH:16]=[C:15]([C:18]4[C:23]([CH3:38])=[CH:22][N:21]=[C:20]([NH:25][CH2:26][CH2:27][CH2:28][CH:29]5[CH2:34][CH2:33][N:32]([CH:35]6[CH2:37][CH2:36]6)[CH2:31][CH2:30]5)[N:19]=4)[S:14][C:13]=3[CH:12]=[CH:11][CH:10]=2)=[O:8])[CH2:5][CH2:4]1. (9) Given the reactants [CH3:1][O:2][CH2:3][CH2:4][N:5]1[CH2:11][CH2:10][C:9]2[CH:12]=[C:13]([NH2:16])[CH:14]=[CH:15][C:8]=2[CH2:7][CH2:6]1.Cl[C:18]1[N:23]=[C:22]([NH:24][C:25]2[C:34]([CH3:35])=[CH:33][CH:32]=[CH:31][C:26]=2[O:27][CH2:28][C:29]#[N:30])[C:21]([Cl:36])=[CH:20][N:19]=1, predict the reaction product. The product is: [Cl:36][C:21]1[C:22]([NH:24][C:25]2[C:34]([CH3:35])=[CH:33][CH:32]=[CH:31][C:26]=2[O:27][CH2:28][C:29]#[N:30])=[N:23][C:18]([NH:16][C:13]2[CH:14]=[CH:15][C:8]3[CH2:7][CH2:6][N:5]([CH2:4][CH2:3][O:2][CH3:1])[CH2:11][CH2:10][C:9]=3[CH:12]=2)=[N:19][CH:20]=1.[NH2:24][C:25]1[C:34]([CH3:35])=[CH:33][CH:32]=[CH:31][C:26]=1[O:27][CH2:28][C:29]#[N:30]. (10) Given the reactants Br[C:2]1[C:10]2[N:9]3[CH2:11][CH2:12][NH:13][C:14](=[O:15])[C:8]3=[C:7]([CH3:16])[C:6]=2[CH:5]=[C:4]([C:17]#[N:18])[CH:3]=1.[Cl:19][C:20]1[N:25]=[CH:24][C:23](B(O)O)=[CH:22][CH:21]=1, predict the reaction product. The product is: [Cl:19][C:20]1[N:25]=[CH:24][C:23]([C:2]2[C:10]3[N:9]4[CH2:11][CH2:12][NH:13][C:14](=[O:15])[C:8]4=[C:7]([CH3:16])[C:6]=3[CH:5]=[C:4]([C:17]#[N:18])[CH:3]=2)=[CH:22][CH:21]=1.